This data is from Full USPTO retrosynthesis dataset with 1.9M reactions from patents (1976-2016). The task is: Predict the reactants needed to synthesize the given product. (1) Given the product [CH:1]12[CH2:15][CH:9]([CH2:10][N:11]([C:13]([O:20][C:21]([CH3:24])([CH3:23])[CH3:22])=[O:14])[CH2:12]1)[CH2:8][C:7]1[C:2]2=[N:3][CH:4]=[CH:5][CH:6]=1, predict the reactants needed to synthesize it. The reactants are: [CH:1]12[CH2:15][CH:9]([CH2:10][N:11]([CH:13]=[O:14])[CH2:12]1)[CH2:8][C:7]1[C:2]2=[N:3][CH:4]=[CH:5][CH:6]=1.[OH-].[Na+].C(OC([O:20][C:21]([CH3:24])([CH3:23])[CH3:22])=O)([O:20][C:21]([CH3:24])([CH3:23])[CH3:22])=O. (2) The reactants are: [CH3:1][O:2][C:3]1[CH:8]=[CH:7][CH:6]=[C:5]([O:9][CH3:10])[C:4]=1[N:11]1[C:20](=[O:21])[C:19]2[C:14](=[CH:15][CH:16]=[CH:17][CH:18]=2)[N:13]=[C:12]1[CH3:22].[OH:23][C:24]1[C:31]([O:32][CH3:33])=[CH:30][CH:29]=[CH:28][C:25]=1[CH:26]=O. Given the product [CH3:1][O:2][C:3]1[CH:8]=[CH:7][CH:6]=[C:5]([O:9][CH3:10])[C:4]=1[N:11]1[C:20](=[O:21])[C:19]2[C:14](=[CH:15][CH:16]=[CH:17][CH:18]=2)[N:13]=[C:12]1/[CH:22]=[CH:26]/[C:25]1[CH:28]=[CH:29][CH:30]=[C:31]([O:32][CH3:33])[C:24]=1[OH:23], predict the reactants needed to synthesize it. (3) Given the product [NH2:35][C:30]1[CH:31]=[CH:32][CH:33]=[CH:34][C:29]=1[NH:36][C:15]([C:11]1[CH:10]=[C:9]2[C:14](=[CH:13][CH:12]=1)[CH:6]([N:5]([CH2:4][CH2:3][OH:2])[CH2:18][CH2:19][C:20]1[C:28]3[C:23](=[CH:24][CH:25]=[CH:26][CH:27]=3)[NH:22][CH:21]=1)[CH2:7][CH2:8]2)=[O:17], predict the reactants needed to synthesize it. The reactants are: Cl.[OH:2][CH2:3][CH2:4][N:5]([CH2:18][CH2:19][C:20]1[C:28]2[C:23](=[CH:24][CH:25]=[CH:26][CH:27]=2)[NH:22][CH:21]=1)[CH:6]1[C:14]2[C:9](=[CH:10][C:11]([C:15]([OH:17])=O)=[CH:12][CH:13]=2)[CH2:8][CH2:7]1.[C:29]1([NH2:36])[CH:34]=[CH:33][CH:32]=[CH:31][C:30]=1[NH2:35].CCN=C=NCCCN(C)C.C(N(CC)CC)C.C1C=CC2N(O)N=NC=2C=1. (4) Given the product [CH:27]([N:26]1[C:20]2[CH:19]=[C:18]([NH:17][C:15]3[CH:14]=[CH:13][N:12]=[C:11]([N:1]4[CH:5]=[C:4]([C:6]([OH:8])=[O:7])[N:3]=[CH:2]4)[N:16]=3)[N:23]=[CH:22][C:21]=2[N:24]=[C:25]1[CH3:30])([CH3:29])[CH3:28], predict the reactants needed to synthesize it. The reactants are: [NH:1]1[CH:5]=[C:4]([C:6]([O:8]C)=[O:7])[N:3]=[CH:2]1.Cl[C:11]1[N:16]=[C:15]([NH:17][C:18]2[N:23]=[CH:22][C:21]3[N:24]=[C:25]([CH3:30])[N:26]([CH:27]([CH3:29])[CH3:28])[C:20]=3[CH:19]=2)[CH:14]=[CH:13][N:12]=1.C(=O)([O-])[O-].[Cs+].[Cs+]. (5) Given the product [NH2:8][C:4]1([C:11]#[N:12])[CH2:5][CH2:6][S:1][CH2:2][CH2:3]1, predict the reactants needed to synthesize it. The reactants are: [S:1]1[CH2:6][CH2:5][C:4](=O)[CH2:3][CH2:2]1.[NH3:8].C[Si](C)(C)[C:11]#[N:12]. (6) Given the product [Cl:1][C:2]1[CH:3]=[C:4]2[C:9](=[CH:10][C:11]=1[O:12][C:13]1[CH:14]=[CH:15][C:16]([C:19](=[O:35])[NH:20][CH2:21][CH2:22][C:23]3[C:24]([N:32]([CH3:34])[CH3:33])=[N:25][C:26]([CH:29]4[CH2:31][CH2:30]4)=[CH:27][CH:28]=3)=[CH:17][CH:18]=1)[O:8][CH2:7][CH2:6][CH:5]2[C:36]([OH:38])=[O:37], predict the reactants needed to synthesize it. The reactants are: [Cl:1][C:2]1[CH:3]=[C:4]2[C:9](=[CH:10][C:11]=1[O:12][C:13]1[CH:18]=[CH:17][C:16]([C:19](=[O:35])[NH:20][CH2:21][CH2:22][C:23]3[C:24]([N:32]([CH3:34])[CH3:33])=[N:25][C:26]([CH:29]4[CH2:31][CH2:30]4)=[CH:27][CH:28]=3)=[CH:15][CH:14]=1)[O:8][CH2:7][CH2:6][CH:5]2[C:36]([O:38]CC)=[O:37].[OH-].[Na+].C(O)C. (7) Given the product [NH2:1][C:2]1[CH:24]=[CH:23][C:5]([C:6]([C:8]2[N:16]3[C:11]([CH:12]=[CH:13][C:14]([O:17][CH2:28][C:29]([O:31][CH2:32][CH3:33])=[O:30])=[CH:15]3)=[C:10]([C:18]([O:20][CH3:21])=[O:19])[C:9]=2[CH3:22])=[O:7])=[CH:4][C:3]=1[O:25][CH3:26], predict the reactants needed to synthesize it. The reactants are: [NH2:1][C:2]1[CH:24]=[CH:23][C:5]([C:6]([C:8]2[N:16]3[C:11]([CH:12]=[CH:13][C:14]([OH:17])=[CH:15]3)=[C:10]([C:18]([O:20][CH3:21])=[O:19])[C:9]=2[CH3:22])=[O:7])=[CH:4][C:3]=1[O:25][CH3:26].Br[CH2:28][C:29]([O:31][CH2:32][CH3:33])=[O:30].